Task: Predict which catalyst facilitates the given reaction.. Dataset: Catalyst prediction with 721,799 reactions and 888 catalyst types from USPTO (1) Reactant: [Br:1][C:2]1[CH:7]=[CH:6][C:5]([CH:8]([CH:20]2[CH2:23][CH2:22][CH2:21]2)[CH2:9][C:10]([C:12]2[CH:13]=[N:14][C:15]([O:18]C)=[CH:16][CH:17]=2)=[O:11])=[CH:4][CH:3]=1.Cl. The catalyst class is: 12. Product: [Br:1][C:2]1[CH:3]=[CH:4][C:5]([CH:8]([CH:20]2[CH2:23][CH2:22][CH2:21]2)[CH2:9][C:10]([C:12]2[CH:17]=[CH:16][C:15](=[O:18])[NH:14][CH:13]=2)=[O:11])=[CH:6][CH:7]=1. (2) Reactant: [BH4-].[Na+].[CH3:3][CH:4]([CH3:14])[CH2:5][C:6](=[O:13])[CH2:7][C:8]([O:10][CH2:11][CH3:12])=[O:9]. Product: [CH3:14][CH:4]([CH3:3])[CH2:5][CH:6]([OH:13])[CH2:7][C:8]([O:10][CH2:11][CH3:12])=[O:9]. The catalyst class is: 8. (3) Reactant: [C:1](Cl)(=[O:4])[CH2:2][CH3:3].[OH:6][C:7]1[CH:12]=[CH:11][C:10]([P:13]([O:24][CH2:25][CH3:26])([CH2:15][P:16]([O:21][CH2:22][CH3:23])([O:18][CH2:19][CH3:20])=[O:17])=[O:14])=[CH:9][C:8]=1[C:27]([CH3:40])([CH3:39])[CH2:28][C:29]([O:31][CH2:32][C:33]1[CH:38]=[CH:37][CH:36]=[CH:35][CH:34]=1)=[O:30].C(OCC)(=O)C. Product: [C:1]([O:6][C:7]1[CH:12]=[CH:11][C:10]([P:13]([O:24][CH2:25][CH3:26])([CH2:15][P:16]([O:21][CH2:22][CH3:23])([O:18][CH2:19][CH3:20])=[O:17])=[O:14])=[CH:9][C:8]=1[C:27]([CH3:40])([CH3:39])[CH2:28][C:29]([O:31][CH2:32][C:33]1[CH:38]=[CH:37][CH:36]=[CH:35][CH:34]=1)=[O:30])(=[O:4])[CH2:2][CH3:3]. The catalyst class is: 377. (4) Reactant: Cl[C:2]1[CH:11]=[CH:10][N:9]=[C:8]2[C:3]=1[CH:4]=[CH:5][C:6]([CH3:12])=[N:7]2.[CH3:13][O:14][C:15](=[O:31])[C:16]1[CH:21]=[CH:20][CH:19]=[C:18]([O:22][C:23]2[CH:28]=[CH:27][C:26]([Cl:29])=[CH:25][C:24]=2[NH2:30])[CH:17]=1. Product: [CH3:13][O:14][C:15](=[O:31])[C:16]1[CH:21]=[CH:20][CH:19]=[C:18]([O:22][C:23]2[CH:28]=[CH:27][C:26]([Cl:29])=[CH:25][C:24]=2[NH:30][C:2]2[C:3]3[C:8](=[N:7][C:6]([CH3:12])=[CH:5][CH:4]=3)[N:9]=[CH:10][CH:11]=2)[CH:17]=1. The catalyst class is: 14. (5) The catalyst class is: 11. Product: [CH3:18][C@H:2]1[C:3](=[O:4])[O:5][C@@H:6]2[CH2:10][CH2:9][CH2:8][C@@H:7]2[NH:11][C:12](=[O:17])[CH2:13][CH2:14][CH:15]=[CH:16][CH2:1]1. Reactant: [CH3:1][C@H:2]([CH2:18]C=C)[C:3]([O:5][C@@H:6]1[CH2:10][CH2:9][CH2:8][C@@H:7]1[NH:11][C:12](=[O:17])[CH2:13][CH2:14][CH:15]=[CH2:16])=[O:4]. (6) Reactant: [Cl:1][CH2:2][CH2:3][CH2:4][O:5][C:6]1[C:11]([O:12][CH3:13])=[CH:10][C:9]([C:14](=[O:16])[CH3:15])=[C:8]([N+:17]([O-])=O)[CH:7]=1.Cl. Product: [NH2:17][C:8]1[CH:7]=[C:6]([O:5][CH2:4][CH2:3][CH2:2][Cl:1])[C:11]([O:12][CH3:13])=[CH:10][C:9]=1[C:14](=[O:16])[CH3:15]. The catalyst class is: 679. (7) Reactant: [Cl:1][C:2]1[CH:7]=[CH:6][CH:5]=[CH:4][C:3]=1[N:8]1[CH:12]([C:13]2[CH:18]=[CH:17][C:16]([N:19]3[CH2:25][CH2:24][CH2:23][N:22](C(OC(C)(C)C)=O)[CH2:21][CH2:20]3)=[CH:15][CH:14]=2)[CH2:11][C:10]([C:33]([C:39]([F:42])([F:41])[F:40])([C:35]([F:38])([F:37])[F:36])[OH:34])=[N:9]1.Cl. Product: [ClH:1].[Cl:1][C:2]1[CH:7]=[CH:6][CH:5]=[CH:4][C:3]=1[N:8]1[CH:12]([C:13]2[CH:14]=[CH:15][C:16]([N:19]3[CH2:25][CH2:24][CH2:23][NH:22][CH2:21][CH2:20]3)=[CH:17][CH:18]=2)[CH2:11][C:10]([C:33]([C:35]([F:37])([F:36])[F:38])([C:39]([F:41])([F:42])[F:40])[OH:34])=[N:9]1. The catalyst class is: 13. (8) Product: [O:1]1[CH:5]=[CH:4][CH:3]=[C:2]1[C:6]([NH:8][C:9]1([C:15]([NH:17][CH:18]2[CH2:23][CH2:22][N:21]([C:24]3[CH:29]=[CH:28][C:27]([F:30])=[CH:26][C:25]=3[NH:31][C:42](=[O:43])[CH2:41][O:40][CH3:39])[CH2:20][CH:19]2[OH:32])=[O:16])[CH2:14][CH2:13][CH2:12][CH2:11][CH2:10]1)=[O:7]. Reactant: [O:1]1[CH:5]=[CH:4][CH:3]=[C:2]1[C:6]([NH:8][C:9]1([C:15]([NH:17][CH:18]2[CH2:23][CH2:22][N:21]([C:24]3[CH:29]=[CH:28][C:27]([F:30])=[CH:26][C:25]=3[NH2:31])[CH2:20][CH:19]2[OH:32])=[O:16])[CH2:14][CH2:13][CH2:12][CH2:11][CH2:10]1)=[O:7].C(=O)([O-])[O-].[Na+].[Na+].[CH3:39][O:40][CH2:41][C:42](Cl)=[O:43]. The catalyst class is: 7. (9) The catalyst class is: 4. Reactant: [F:1][C:2]1[CH:3]=[C:4]([C:9]2[C:10]([CH:19]([NH:21][C:22]3[N:30]=[CH:29][N:28]=[C:27]4[C:23]=3[N:24]=[CH:25][N:26]4C3CCCCO3)[CH3:20])=[N:11][C:12]3[C:17]([N:18]=2)=[CH:16][CH:15]=[CH:14][CH:13]=3)[CH:5]=[C:6]([F:8])[CH:7]=1.C(O)(C(F)(F)F)=O. Product: [F:8][C:6]1[CH:5]=[C:4]([C:9]2[C:10]([CH:19]([NH:21][C:22]3[N:30]=[CH:29][N:28]=[C:27]4[C:23]=3[N:24]=[CH:25][NH:26]4)[CH3:20])=[N:11][C:12]3[C:17]([N:18]=2)=[CH:16][CH:15]=[CH:14][CH:13]=3)[CH:3]=[C:2]([F:1])[CH:7]=1.